From a dataset of Full USPTO retrosynthesis dataset with 1.9M reactions from patents (1976-2016). Predict the reactants needed to synthesize the given product. (1) Given the product [ClH:41].[ClH:41].[O:1]1[C:10]2[CH:9]=[C:8]([CH2:11][NH:12][CH:20]3[CH2:25][CH2:24][N:23]([CH2:26][CH:27]4[C:36]5[C:31]6=[C:32]([S:38][C:39](=[O:40])[N:30]6[CH2:29][CH2:28]4)[CH:33]=[CH:34][C:35]=5[F:37])[CH2:22][CH2:21]3)[N:7]=[CH:6][C:5]=2[O:4][CH2:3][CH2:2]1, predict the reactants needed to synthesize it. The reactants are: [O:1]1[C:10]2[CH:9]=[C:8]([CH2:11][N:12]([CH:20]3[CH2:25][CH2:24][N:23]([CH2:26][CH:27]4[C:36]5[C:31]6=[C:32]([S:38][C:39](=[O:40])[N:30]6[CH2:29][CH2:28]4)[CH:33]=[CH:34][C:35]=5[F:37])[CH2:22][CH2:21]3)C(=O)OC(C)(C)C)[N:7]=[CH:6][C:5]=2[O:4][CH2:3][CH2:2]1.[ClH:41]. (2) Given the product [NH2:8][C@@H:9]1[C@H:14]([NH:15][C:16]2[N:21]=[C:20]([C:22]3[S:26][N:25]=[C:24]([CH:27]4[CH2:29][CH2:28]4)[CH:23]=3)[C:19]3[C:30](=[O:40])[NH:31][CH2:32][C:18]=3[C:17]=2[F:41])[CH2:13][CH2:12][O:11][CH2:10]1, predict the reactants needed to synthesize it. The reactants are: C(OC([NH:8][C@@H:9]1[C@H:14]([NH:15][C:16]2[N:21]=[C:20]([C:22]3[S:26][N:25]=[C:24]([CH:27]4[CH2:29][CH2:28]4)[CH:23]=3)[C:19]3[C:30](=[O:40])[N:31](C(OC(C)(C)C)=O)[CH2:32][C:18]=3[C:17]=2[F:41])[CH2:13][CH2:12][O:11][CH2:10]1)=O)(C)(C)C.Cl.O1CCOCC1.CCO. (3) Given the product [CH3:1][C:2]([CH3:37])([CH2:34][CH:35]=[CH2:36])[C:3]([C:5]1[C:13]2[C:8](=[N:9][CH:10]=[C:11]([C:14]3[CH:19]=[C:18]([O:20][CH3:21])[C:17]([O:22][CH3:23])=[C:16]([O:24][CH3:25])[CH:15]=3)[N:12]=2)[NH:7][CH:6]=1)=[O:4], predict the reactants needed to synthesize it. The reactants are: [CH3:1][C:2]([CH3:37])([CH2:34][CH:35]=[CH2:36])[C:3]([C:5]1[C:13]2[C:8](=[N:9][CH:10]=[C:11]([C:14]3[CH:19]=[C:18]([O:20][CH3:21])[C:17]([O:22][CH3:23])=[C:16]([O:24][CH3:25])[CH:15]=3)[N:12]=2)[N:7](COCC[Si](C)(C)C)[CH:6]=1)=[O:4].O.O.O.C([O-])(=O)C.[Na+]. (4) Given the product [CH3:23][Si:22]([CH3:25])([CH3:24])[O:21][CH2:20][CH2:19][C:1]1([Si:6]([CH:9]2[C:17]3[C:12](=[CH:13][CH:14]=[CH:15][CH:16]=3)[CH:11]=[CH:10]2)([CH3:8])[CH3:7])[CH:5]=[CH:4][CH:3]=[CH:2]1, predict the reactants needed to synthesize it. The reactants are: [CH:1]1([Si:6]([CH:9]2[C:17]3[C:12](=[CH:13][CH:14]=[CH:15][CH:16]=3)[CH:11]=[CH:10]2)([CH3:8])[CH3:7])[CH:5]=[CH:4][CH:3]=[CH:2]1.Br[CH2:19][CH2:20][O:21][Si:22]([CH3:25])([CH3:24])[CH3:23].C[Si](C)(C)OCCC1C([Si](C2C=CC=C2)(C)C)C2C(C=1)=CC=CC=2.